Dataset: Forward reaction prediction with 1.9M reactions from USPTO patents (1976-2016). Task: Predict the product of the given reaction. (1) Given the reactants [CH3:1][C:2]1([CH3:10])[O:6][C@@H:5]([C:7](Cl)=[O:8])[CH2:4][O:3]1.Cl.[S:12]1[N:16]=[CH:15][C:14]([O:17][CH2:18][C@@H:19]2[O:23][C:22](=[O:24])[N:21]([C:25]3[CH:30]=[CH:29][C:28]([C:31]4[CH2:36][CH2:35][NH:34][CH2:33][CH:32]=4)=[C:27]([F:37])[CH:26]=3)[CH2:20]2)=[N:13]1.N1C=CC=CC=1, predict the reaction product. The product is: [S:12]1[N:16]=[CH:15][C:14]([O:17][CH2:18][C@@H:19]2[O:23][C:22](=[O:24])[N:21]([C:25]3[CH:30]=[CH:29][C:28]([C:31]4[CH2:36][CH2:35][N:34]([C:7]([C@H:5]5[CH2:4][O:3][C:2]([CH3:10])([CH3:1])[O:6]5)=[O:8])[CH2:33][CH:32]=4)=[C:27]([F:37])[CH:26]=3)[CH2:20]2)=[N:13]1. (2) Given the reactants [F:1][C:2]1[CH:7]=[CH:6][CH:5]=[C:4]([F:8])[C:3]=1[N:9]1[C:14]2[N:15]=[C:16](S(C)(=O)=O)[N:17]=[C:18]([C:19]3[CH:24]=[CH:23][C:22]([F:25])=[CH:21][C:20]=3[CH3:26])[C:13]=2[CH:12]=[CH:11][C:10]1=[O:31].[CH3:32][NH:33][CH2:34][CH2:35][OH:36], predict the reaction product. The product is: [F:1][C:2]1[CH:7]=[CH:6][CH:5]=[C:4]([F:8])[C:3]=1[N:9]1[C:14]2[N:15]=[C:16]([N:33]([CH2:34][CH2:35][OH:36])[CH3:32])[N:17]=[C:18]([C:19]3[CH:24]=[CH:23][C:22]([F:25])=[CH:21][C:20]=3[CH3:26])[C:13]=2[CH:12]=[CH:11][C:10]1=[O:31]. (3) The product is: [Cl:28][C:21]1[N:20]=[C:19]([I:18])[N:27]=[C:26]2[C:22]=1[N:23]=[CH:24][N:25]2[CH:5]=[CH2:6]. Given the reactants C(O[CH:5]=[CH2:6])(=O)C.OS(O)(=O)=O.CCOC(C)=O.[I:18][C:19]1[N:27]=[C:26]2[C:22]([N:23]=[CH:24][NH:25]2)=[C:21]([Cl:28])[N:20]=1, predict the reaction product. (4) The product is: [C:16]([O-:23])(=[O:22])/[CH:17]=[CH:18]/[CH:19]=[CH:20]/[CH3:21].[Na+:15]. Given the reactants C(=O)/C=C/C.C=C=O.Cl.NC(N)=O.[OH-].[Na+:15].[C:16]([OH:23])(=[O:22])/[CH:17]=[CH:18]/[CH:19]=[CH:20]/[CH3:21], predict the reaction product. (5) Given the reactants C(O)(=O)C.[CH3:5][C:6]1[N:7]=[CH:8][S:9][C:10]=1[C:11]([NH2:13])=[NH:12].[Cl:14][C:15]1[CH:22]=[C:21]([F:23])[CH:20]=[CH:19][C:16]=1[CH:17]=O.[C:24]([O:30][CH3:31])(=[O:29])[CH2:25][C:26]([CH3:28])=O.C([O-])(=O)C.[Na+], predict the reaction product. The product is: [CH3:5][C:6]1[N:7]=[CH:8][S:9][C:10]=1[C:11]1[NH:13][C:26]([CH3:28])=[C:25]([C:24]([O:30][CH3:31])=[O:29])[CH:17]([C:16]2[CH:19]=[CH:20][C:21]([F:23])=[CH:22][C:15]=2[Cl:14])[N:12]=1. (6) Given the reactants CC1(C)[O:6][C:5](=[CH:7][C:8]([N:10]([CH2:13][C:14]2[CH:19]=[CH:18][C:17]([F:20])=[CH:16][CH:15]=2)[O:11][CH3:12])=[O:9])[C:4](=[O:21])O1.[S:23]([C:27]1[S:31][C:30]([NH:32][C:33](=[O:35])[CH3:34])=[N:29][N:28]=1)(=[O:26])(=[O:25])[NH2:24], predict the reaction product. The product is: [F:20][C:17]1[CH:16]=[CH:15][C:14]([CH2:13][N:10]([O:11][CH3:12])[C:8](=[O:9])[CH:7]=[C:5]([OH:6])[C:4]([NH:24][S:23]([C:27]2[S:31][C:30]([NH:32][C:33](=[O:35])[CH3:34])=[N:29][N:28]=2)(=[O:26])=[O:25])=[O:21])=[CH:19][CH:18]=1. (7) Given the reactants [Br:1][C:2]1[CH:3]=[C:4]([NH:13][CH:14]2[CH2:19][CH2:18][S:17][CH2:16][CH2:15]2)[C:5]([CH3:12])=[C:6]([CH:11]=1)[C:7]([O:9][CH3:10])=[O:8].[CH:20](=O)[CH3:21].C(O)(=O)C.C(O[BH-](OC(=O)C)OC(=O)C)(=O)C.[Na+].C([O-])(O)=O.[Na+], predict the reaction product. The product is: [Br:1][C:2]1[CH:3]=[C:4]([N:13]([CH2:20][CH3:21])[CH:14]2[CH2:19][CH2:18][S:17][CH2:16][CH2:15]2)[C:5]([CH3:12])=[C:6]([CH:11]=1)[C:7]([O:9][CH3:10])=[O:8]. (8) Given the reactants [O:1]1[C:5]2([CH2:10][CH2:9][CH:8]([O:11][C:12]3[N:17]=[C:16]([C:18]([F:21])([F:20])[F:19])[N:15]=[C:14]([CH:22]([OH:24])[CH3:23])[CH:13]=3)[CH2:7][CH2:6]2)[O:4][CH2:3][CH2:2]1.CC(OI1(OC(C)=O)(OC(C)=O)OC(=O)C2C=CC=CC1=2)=O, predict the reaction product. The product is: [O:4]1[C:5]2([CH2:10][CH2:9][CH:8]([O:11][C:12]3[N:17]=[C:16]([C:18]([F:20])([F:21])[F:19])[N:15]=[C:14]([C:22](=[O:24])[CH3:23])[CH:13]=3)[CH2:7][CH2:6]2)[O:1][CH2:2][CH2:3]1. (9) The product is: [NH2:1][C:4]1[CH:5]=[C:6]([CH:9]=[C:10]([NH2:12])[CH:11]=1)[C:7]#[N:8]. Given the reactants [N+:1]([C:4]1[CH:5]=[C:6]([CH:9]=[C:10]([N+:12]([O-])=O)[CH:11]=1)[C:7]#[N:8])([O-])=O.Cl[Sn]Cl.[OH-].[Na+], predict the reaction product. (10) Given the reactants [Br:1][C:2]1[CH:3]=[N:4][N:5]2[CH:10]=[CH:9][C:8](Cl)=[N:7][C:6]=12.[CH2:12]([C@H:14]1[CH2:18][O:17][C:16](=[O:19])[NH:15]1)[CH3:13].[H-].[Na+].[NH4+].[Cl-], predict the reaction product. The product is: [Br:1][C:2]1[CH:3]=[N:4][N:5]2[CH:10]=[CH:9][C:8]([N:15]3[C@@H:14]([CH2:12][CH3:13])[CH2:18][O:17][C:16]3=[O:19])=[N:7][C:6]=12.